Dataset: NCI-60 drug combinations with 297,098 pairs across 59 cell lines. Task: Regression. Given two drug SMILES strings and cell line genomic features, predict the synergy score measuring deviation from expected non-interaction effect. (1) Drug 1: CC1=C(C=C(C=C1)NC2=NC=CC(=N2)N(C)C3=CC4=NN(C(=C4C=C3)C)C)S(=O)(=O)N.Cl. Drug 2: CN(C(=O)NC(C=O)C(C(C(CO)O)O)O)N=O. Cell line: DU-145. Synergy scores: CSS=-2.97, Synergy_ZIP=0.333, Synergy_Bliss=-3.19, Synergy_Loewe=-4.19, Synergy_HSA=-4.64. (2) Drug 1: C1=CC(=CC=C1CCC2=CNC3=C2C(=O)NC(=N3)N)C(=O)NC(CCC(=O)O)C(=O)O. Drug 2: C1CCC(CC1)NC(=O)N(CCCl)N=O. Cell line: SW-620. Synergy scores: CSS=24.7, Synergy_ZIP=-8.94, Synergy_Bliss=-8.70, Synergy_Loewe=-6.71, Synergy_HSA=-5.07. (3) Drug 1: CC1=C2C(C(=O)C3(C(CC4C(C3C(C(C2(C)C)(CC1OC(=O)C(C(C5=CC=CC=C5)NC(=O)OC(C)(C)C)O)O)OC(=O)C6=CC=CC=C6)(CO4)OC(=O)C)O)C)O. Drug 2: C1=CC=C(C(=C1)C(C2=CC=C(C=C2)Cl)C(Cl)Cl)Cl. Cell line: OVCAR-5. Synergy scores: CSS=3.57, Synergy_ZIP=-0.0411, Synergy_Bliss=1.82, Synergy_Loewe=1.49, Synergy_HSA=1.21. (4) Drug 1: CC1OCC2C(O1)C(C(C(O2)OC3C4COC(=O)C4C(C5=CC6=C(C=C35)OCO6)C7=CC(=C(C(=C7)OC)O)OC)O)O. Cell line: LOX IMVI. Drug 2: CC1CCCC2(C(O2)CC(NC(=O)CC(C(C(=O)C(C1O)C)(C)C)O)C(=CC3=CSC(=N3)C)C)C. Synergy scores: CSS=30.1, Synergy_ZIP=0.297, Synergy_Bliss=-0.0987, Synergy_Loewe=1.06, Synergy_HSA=1.11. (5) Drug 1: C1=CC(=CC=C1CCC2=CNC3=C2C(=O)NC(=N3)N)C(=O)NC(CCC(=O)O)C(=O)O. Drug 2: CCC1=CC2CC(C3=C(CN(C2)C1)C4=CC=CC=C4N3)(C5=C(C=C6C(=C5)C78CCN9C7C(C=CC9)(C(C(C8N6C)(C(=O)OC)O)OC(=O)C)CC)OC)C(=O)OC.C(C(C(=O)O)O)(C(=O)O)O. Cell line: RXF 393. Synergy scores: CSS=27.9, Synergy_ZIP=-0.559, Synergy_Bliss=-0.177, Synergy_Loewe=3.04, Synergy_HSA=3.95. (6) Drug 2: C1=CC=C(C(=C1)C(C2=CC=C(C=C2)Cl)C(Cl)Cl)Cl. Synergy scores: CSS=17.6, Synergy_ZIP=-2.85, Synergy_Bliss=3.80, Synergy_Loewe=-5.58, Synergy_HSA=4.12. Cell line: UO-31. Drug 1: C1CCC(C1)C(CC#N)N2C=C(C=N2)C3=C4C=CNC4=NC=N3. (7) Drug 1: C1=CC(=CC=C1CCC2=CNC3=C2C(=O)NC(=N3)N)C(=O)NC(CCC(=O)O)C(=O)O. Drug 2: COC1=CC(=CC(=C1O)OC)C2C3C(COC3=O)C(C4=CC5=C(C=C24)OCO5)OC6C(C(C7C(O6)COC(O7)C8=CC=CS8)O)O. Cell line: TK-10. Synergy scores: CSS=33.3, Synergy_ZIP=-11.0, Synergy_Bliss=-13.7, Synergy_Loewe=-13.4, Synergy_HSA=-9.54.